The task is: Regression. Given a peptide amino acid sequence and an MHC pseudo amino acid sequence, predict their binding affinity value. This is MHC class I binding data.. This data is from Peptide-MHC class I binding affinity with 185,985 pairs from IEDB/IMGT. (1) The peptide sequence is HQRSDSSLV. The MHC is H-2-Db with pseudo-sequence H-2-Db. The binding affinity (normalized) is 0. (2) The peptide sequence is GLLLLCVGV. The MHC is HLA-A02:02 with pseudo-sequence HLA-A02:02. The binding affinity (normalized) is 0.430. (3) The peptide sequence is CKTILKALG. The binding affinity (normalized) is 0. The MHC is HLA-B57:01 with pseudo-sequence HLA-B57:01.